Dataset: Forward reaction prediction with 1.9M reactions from USPTO patents (1976-2016). Task: Predict the product of the given reaction. (1) Given the reactants Cl[C:2]1[C:10]2[C:6](=[N:7][O:8][N:9]=2)[C:5]([N+:11]([O-:13])=[O:12])=[CH:4][CH:3]=1.[SH:14][CH2:15][CH2:16][C:17]([OH:19])=[O:18].N1C=CC=CC=1, predict the reaction product. The product is: [N+:11]([C:5]1[C:6]2=[N:7][O:8][N:9]=[C:10]2[C:2]([S:14][CH2:15][CH2:16][C:17]([OH:19])=[O:18])=[CH:3][CH:4]=1)([O-:13])=[O:12]. (2) Given the reactants C([O:9][C@H:10]1[CH2:14][O:13][C@@H:12]2[C@@H:15]([O:18]C(=O)C3C=CC=CC=3)[CH2:16][O:17][C@H:11]12)(=O)C1C=CC=CC=1.[OH-].[Na+].CO, predict the reaction product. The product is: [O:13]1[CH2:14][C@H:10]([OH:9])[C@H:11]2[O:17][CH2:16][C@H:15]([OH:18])[C@@H:12]12. (3) Given the reactants [CH2:1]([N:8]1[C:13](=[O:14])[C:12]([C:15]2[CH:20]=[CH:19][C:18]([OH:21])=[C:17]([F:22])[CH:16]=2)=[CH:11][N:10]=[C:9]1[NH:23][C:24]1[CH:29]=[CH:28][C:27]([F:30])=[CH:26][CH:25]=1)[C:2]1[CH:7]=[CH:6][CH:5]=[CH:4][CH:3]=1.Cl[C:32]1[CH:37]=[CH:36][N:35]=[C:34]([NH2:38])[CH:33]=1.CCN(CC)CC, predict the reaction product. The product is: [NH2:38][C:34]1[CH:33]=[C:32]([O:21][C:18]2[CH:19]=[CH:20][C:15]([C:12]3[C:13](=[O:14])[N:8]([CH2:1][C:2]4[CH:3]=[CH:4][CH:5]=[CH:6][CH:7]=4)[C:9]([NH:23][C:24]4[CH:25]=[CH:26][C:27]([F:30])=[CH:28][CH:29]=4)=[N:10][CH:11]=3)=[CH:16][C:17]=2[F:22])[CH:37]=[CH:36][N:35]=1.